Dataset: Reaction yield outcomes from USPTO patents with 853,638 reactions. Task: Predict the reaction yield, written as a fraction of the theoretical maximum amount of product (1.0 means a 100% yield; for example, 0.34 means a 34% yield). (1) The reactants are Cl.C(N=C=NCCCN(C)C)C.[C:13]([C:18]1[CH:26]=[CH:25][C:21]([C:22]([OH:24])=O)=[CH:20][CH:19]=1)(=[O:17])[CH2:14][CH2:15][CH3:16].Cl.[NH2:28][CH2:29][CH2:30][C:31]([O:33][CH3:34])=[O:32].ON1C2N=CC=CC=2N=N1.C(N(CC)CC)C. The catalyst is ClCCl. The product is [C:13]([C:18]1[CH:19]=[CH:20][C:21]([C:22]([NH:28][CH2:29][CH2:30][C:31]([O:33][CH3:34])=[O:32])=[O:24])=[CH:25][CH:26]=1)(=[O:17])[CH2:14][CH2:15][CH3:16]. The yield is 0.560. (2) The reactants are [C:1]([O:5][C:6]([N:8]1[CH2:11][CH:10]([NH2:12])[CH2:9]1)=[O:7])([CH3:4])([CH3:3])[CH3:2].C(N(CC)CC)C.[Cl:20][CH2:21][CH2:22][CH2:23][C:24](Cl)=[O:25]. The catalyst is C(Cl)Cl. The product is [C:1]([O:5][C:6]([N:8]1[CH2:11][CH:10]([NH:12][C:24](=[O:25])[CH2:23][CH2:22][CH2:21][Cl:20])[CH2:9]1)=[O:7])([CH3:4])([CH3:2])[CH3:3]. The yield is 0.890. (3) The reactants are [F:1][C:2]1[CH:9]=[C:8]([N:10]2[CH2:15][CH2:14][O:13][CH2:12][CH2:11]2)[CH:7]=[CH:6][C:3]=1[C:4]#N.CC(C[AlH]CC(C)C)C.C1(C)C=CC=CC=1.[Cl-].[NH4+].[O:34]1CCCC1. The catalyst is CO. The product is [F:1][C:2]1[CH:9]=[C:8]([N:10]2[CH2:15][CH2:14][O:13][CH2:12][CH2:11]2)[CH:7]=[CH:6][C:3]=1[CH:4]=[O:34]. The yield is 0.680. (4) The reactants are [Cl:1][C:2]1[C:11]2[C:6](=[C:7]([OH:12])[CH:8]=[CH:9][CH:10]=2)[N:5]=[CH:4][N:3]=1.C1(P(C2C=CC=CC=2)C2C=CC=CC=2)C=CC=CC=1.O[CH2:33][CH2:34][N:35]1[CH2:40][CH2:39][O:38][CH2:37][CH2:36]1.N(C(OCC)=O)=NC(OCC)=O. The catalyst is O1CCCC1. The product is [Cl:1][C:2]1[C:11]2[C:6](=[C:7]([O:12][CH2:33][CH2:34][N:35]3[CH2:40][CH2:39][O:38][CH2:37][CH2:36]3)[CH:8]=[CH:9][CH:10]=2)[N:5]=[CH:4][N:3]=1. The yield is 0.850. (5) The reactants are C([N-]C(C)C)(C)C.[Li+].[Cl:9][C:10]1[CH:15]=[CH:14][C:13]([CH2:16][C:17]([OH:19])=[O:18])=[CH:12][CH:11]=1.I[CH2:21][CH:22]1[CH2:26][CH2:25][CH2:24][CH2:23]1. The catalyst is O1CCCC1.CN1CCCN(C)C1=O.CN1CCCN(C)C1=O. The product is [Cl:9][C:10]1[CH:11]=[CH:12][C:13]([CH:16]([CH2:21][CH:22]2[CH2:26][CH2:25][CH2:24][CH2:23]2)[C:17]([OH:19])=[O:18])=[CH:14][CH:15]=1. The yield is 0.791. (6) The reactants are C(Cl)(=O)C(Cl)=O.CS(C)=O.[CH3:11][O:12][C:13]1[CH:39]=[CH:38][C:16]([CH2:17][O:18][C:19]2[CH:20]=[CH:21][CH:22]=[C:23]3[C:28]=2[N:27]=[CH:26][CH:25]=[C:24]3[N:29]2[CH2:34][CH2:33][N:32]([CH2:35][CH2:36][OH:37])[CH2:31][CH2:30]2)=[CH:15][CH:14]=1.CCN(CC)CC. The catalyst is C(Cl)Cl. The product is [CH3:11][O:12][C:13]1[CH:14]=[CH:15][C:16]([CH2:17][O:18][C:19]2[CH:20]=[CH:21][CH:22]=[C:23]3[C:28]=2[N:27]=[CH:26][CH:25]=[C:24]3[N:29]2[CH2:34][CH2:33][N:32]([CH2:35][CH:36]=[O:37])[CH2:31][CH2:30]2)=[CH:38][CH:39]=1. The yield is 0.770. (7) The reactants are C([N:3]1[CH:7]=[CH:6][N:5]=[CH:4]1)([N:3]1[CH:7]=[CH:6][N:5]=[CH:4]1)=O.O[CH:14]([C:18]1[CH:23]=[CH:22][C:21]([NH:24][C:25](=[O:27])[CH3:26])=[CH:20][CH:19]=1)[CH:15]([CH3:17])[CH3:16]. The catalyst is O1CCCC1. The product is [N:3]1([CH:14]([C:18]2[CH:23]=[CH:22][C:21]([NH:24][C:25](=[O:27])[CH3:26])=[CH:20][CH:19]=2)[CH:15]([CH3:17])[CH3:16])[CH:7]=[CH:6][N:5]=[CH:4]1. The yield is 0.670.